This data is from Forward reaction prediction with 1.9M reactions from USPTO patents (1976-2016). The task is: Predict the product of the given reaction. Given the reactants [OH:1][N:2]1[C:6](=[O:7])[C:5]2=[CH:8][CH:9]=[CH:10][CH:11]=[C:4]2[C:3]1=[O:12].[C:13]1(P([C:14]2[CH:13]=CC=[CH:16][CH:15]=2)[C:14]2[CH:13]=CC=[CH:16][CH:15]=2)C=C[CH:16]=[CH:15][CH:14]=1.CC([O:35]C(/N=N/C(OC(C)C)=O)=O)C, predict the reaction product. The product is: [O:35]1[CH2:16][CH2:15][CH:14]([O:1][N:2]2[C:3](=[O:12])[C:4]3[C:5](=[CH:8][CH:9]=[CH:10][CH:11]=3)[C:6]2=[O:7])[CH2:13]1.